From a dataset of Catalyst prediction with 721,799 reactions and 888 catalyst types from USPTO. Predict which catalyst facilitates the given reaction. (1) Reactant: [Cl:1][C:2]1[CH:3]=[C:4]([CH:31]=[CH:32][CH:33]=1)[CH2:5][C:6]1[N:10](COC)[C:9]([C:14]2[CH:19]=[CH:18][C:17](S[Si](C(C)C)(C(C)C)C(C)C)=[CH:16][CH:15]=2)=[N:8][N:7]=1.[N+]([O-])([O-])=O.[K+].[S:39](Cl)(Cl)(=[O:41])=[O:40].[S:44]1[CH:48]=[CH:47][N:46]=[C:45]1[NH2:49]. Product: [Cl:1][C:2]1[CH:3]=[C:4]([CH:31]=[CH:32][CH:33]=1)[CH2:5][C:6]1[NH:10][C:9]([C:14]2[CH:15]=[CH:16][C:17]([S:39]([NH:49][C:45]3[S:44][CH:48]=[CH:47][N:46]=3)(=[O:41])=[O:40])=[CH:18][CH:19]=2)=[N:8][N:7]=1. The catalyst class is: 852. (2) Product: [Si:18]([O:17][CH2:16][CH:15]([C:3]1[N:4]=[C:5]([C:7]2[CH:12]=[CH:11][C:10]([O:13][CH3:14])=[CH:9][CH:8]=2)[O:6][C:2]=1[CH:54]=[CH2:55])[O:35][C:36]1[C:37]([F:46])=[C:38]([C:42]([F:45])=[CH:43][CH:44]=1)[C:39]([NH2:41])=[O:40])([C:31]([CH3:34])([CH3:33])[CH3:32])([C:25]1[CH:30]=[CH:29][CH:28]=[CH:27][CH:26]=1)[C:19]1[CH:24]=[CH:23][CH:22]=[CH:21][CH:20]=1. Reactant: Br[C:2]1[O:6][C:5]([C:7]2[CH:12]=[CH:11][C:10]([O:13][CH3:14])=[CH:9][CH:8]=2)=[N:4][C:3]=1[CH:15]([O:35][C:36]1[C:37]([F:46])=[C:38]([C:42]([F:45])=[CH:43][CH:44]=1)[C:39]([NH2:41])=[O:40])[CH2:16][O:17][Si:18]([C:31]([CH3:34])([CH3:33])[CH3:32])([C:25]1[CH:30]=[CH:29][CH:28]=[CH:27][CH:26]=1)[C:19]1[CH:24]=[CH:23][CH:22]=[CH:21][CH:20]=1.C([O-])([O-])=O.[Cs+].[Cs+].O1CCO[CH2:55][CH2:54]1. The catalyst class is: 238. (3) Reactant: [C:1]([N:8]1[CH2:13][CH2:12][N:11]2[CH2:14][C@H:15]([CH2:18][OH:19])[CH2:16][CH2:17][C@H:10]2[CH2:9]1)([O:3][C:4]([CH3:7])([CH3:6])[CH3:5])=[O:2].C(N(CC)CC)C.[CH3:27][S:28](Cl)(=[O:30])=[O:29].[OH-].[Na+]. Product: [C:1]([N:8]1[CH2:13][CH2:12][N:11]2[CH2:14][C@H:15]([CH2:18][O:19][S:28]([CH3:27])(=[O:30])=[O:29])[CH2:16][CH2:17][C@H:10]2[CH2:9]1)([O:3][C:4]([CH3:7])([CH3:6])[CH3:5])=[O:2]. The catalyst class is: 34. (4) Product: [CH2:23]([C:2]1[C:3]2[C:4](=[CH:11][C:12]3[C:16]([CH2:56][CH2:57][CH2:58][CH2:59][CH2:60][CH2:55][CH2:54][CH2:49][CH2:50][CH2:51][CH2:52][CH3:53])=[C:15]([Si:18]([CH3:21])([CH3:20])[CH3:19])[S:14][C:13]=3[CH:22]=2)[S:5][C:6]=1[Si:7]([CH3:10])([CH3:9])[CH3:8])[CH2:24][CH2:25][CH2:26][CH2:27][CH2:28][CH2:29][CH2:30][CH2:31][CH2:32][CH2:33][CH3:34]. The catalyst class is: 222. Reactant: I[C:2]1[C:3]2[C:4](=[CH:11][C:12]3[C:16](I)=[C:15]([Si:18]([CH3:21])([CH3:20])[CH3:19])[S:14][C:13]=3[CH:22]=2)[S:5][C:6]=1[Si:7]([CH3:10])([CH3:9])[CH3:8].[CH2:23](B(O)O)[CH2:24][CH2:25][CH2:26][CH2:27][CH2:28][CH2:29][CH2:30][CH2:31][CH2:32][CH2:33][CH3:34].[O-]P([O-])([O-])=O.[K+].[K+].[K+].O.CO[C:49]1[CH:50]=[CH:51][CH:52]=[C:53](OC)[C:54]=1[C:55]1[CH:56]=[CH:57][CH:58]=[CH:59][C:60]=1P(C1CCCCC1)C1CCCCC1. (5) Reactant: [CH:1]([C:4]1[N:5]=[C:6]([CH2:9][CH2:10][C:11]2[CH:31]=[CH:30][N:14]3[C:15](=[O:29])[C:16](/[CH:20]=[CH:21]/[C:22]([O:24]C(C)(C)C)=[O:23])=[C:17]([OH:19])[N:18]=[C:13]3[CH:12]=2)[S:7][CH:8]=1)([CH3:3])[CH3:2].C(O)=O. Product: [CH:1]([C:4]1[N:5]=[C:6]([CH2:9][CH2:10][C:11]2[CH:31]=[CH:30][N:14]3[C:15](=[O:29])[C:16](/[CH:20]=[CH:21]/[C:22]([OH:24])=[O:23])=[C:17]([OH:19])[N:18]=[C:13]3[CH:12]=2)[S:7][CH:8]=1)([CH3:3])[CH3:2]. The catalyst class is: 11. (6) Reactant: [H-].[Na+].[C:3]([O:7][C:8]([N:10]1[CH2:15][CH2:14][N:13]([C:16]2[CH:17]=[CH:18][CH:19]=[C:20]3[C:24]=2[NH:23][CH:22]=[CH:21]3)[CH2:12][CH2:11]1)=[O:9])([CH3:6])([CH3:5])[CH3:4].[Cl:25][C:26]1[CH:27]=[C:28]([S:32][S:32][C:28]2[CH:29]=[CH:30][CH:31]=[C:26]([Cl:25])[CH:27]=2)[CH:29]=[CH:30][CH:31]=1.O.[CH3:42]N(C=O)C. Product: [C:3]([O:7][C:8]([N:10]1[CH2:15][CH2:14][N:13]([C:16]2[CH:17]=[CH:18][CH:19]=[C:20]3[C:24]=2[N:23]([CH3:42])[CH:22]=[C:21]3[S:32][C:28]2[CH:29]=[CH:30][CH:31]=[C:26]([Cl:25])[CH:27]=2)[CH2:12][CH2:11]1)=[O:9])([CH3:6])([CH3:4])[CH3:5]. The catalyst class is: 27. (7) Reactant: Cl[C:2]1[N:7]=[C:6]([NH:8][C:9]2[CH:14]=[CH:13][C:12]([O:15][CH3:16])=[C:11]([Cl:17])[CH:10]=2)[CH:5]=[CH:4][N:3]=1.[C:18]1([NH2:25])[C:19]([NH2:24])=[CH:20][CH:21]=[CH:22][CH:23]=1. Product: [NH2:24][C:19]1[CH:20]=[CH:21][CH:22]=[CH:23][C:18]=1[NH:25][C:2]1[N:7]=[C:6]([NH:8][C:9]2[CH:14]=[CH:13][C:12]([O:15][CH3:16])=[C:11]([Cl:17])[CH:10]=2)[CH:5]=[CH:4][N:3]=1. The catalyst class is: 252. (8) Reactant: [Cl-].[NH4+].[CH3:3][O:4][C:5]1[N:10]=[C:9](/[CH:11]=[CH:12]/[C:13]([O:15][CH2:16][CH3:17])=[O:14])[CH:8]=[CH:7][C:6]=1[N+:18]([O-])=O. Product: [NH2:18][C:6]1[CH:7]=[CH:8][C:9](/[CH:11]=[CH:12]/[C:13]([O:15][CH2:16][CH3:17])=[O:14])=[N:10][C:5]=1[O:4][CH3:3]. The catalyst class is: 190.